Predict the product of the given reaction. From a dataset of Forward reaction prediction with 1.9M reactions from USPTO patents (1976-2016). (1) The product is: [CH3:1][C:2]1([CH3:20])[CH:11]=[C:10]([C:12]2[CH:17]=[CH:16][C:15]([CH3:18])=[CH:14][CH:13]=2)[C:9]2[C:4](=[CH:5][CH:6]=[C:7]([CH:29]=[O:30])[CH:8]=2)[S:3]1. Given the reactants [CH3:1][C:2]1([CH3:20])[CH:11]=[C:10]([C:12]2[CH:17]=[CH:16][C:15]([CH3:18])=[CH:14][CH:13]=2)[C:9]2[C:4](=[CH:5][CH:6]=[C:7](Br)[CH:8]=2)[S:3]1.[Li]CCCC.CN([CH:29]=[O:30])C, predict the reaction product. (2) Given the reactants Br.[CH3:2][C@H:3]1[CH2:7][CH2:6][CH2:5][NH:4]1.CS(O[CH2:13][CH2:14][CH:15]1[CH2:19][C:18]2[CH:20]=[C:21]([C:24]3[CH:29]=[CH:28][C:27]([C:30]#[N:31])=[CH:26][CH:25]=3)[CH:22]=[CH:23][C:17]=2[O:16]1)(=O)=O, predict the reaction product. The product is: [CH3:2][C@@H:3]1[CH2:7][CH2:6][CH2:5][N:4]1[CH2:13][CH2:14][CH:15]1[CH2:19][C:18]2[CH:20]=[C:21]([C:24]3[CH:29]=[CH:28][C:27]([C:30]#[N:31])=[CH:26][CH:25]=3)[CH:22]=[CH:23][C:17]=2[O:16]1. (3) Given the reactants [Cl:1][C:2]1[C:3]([OH:18])=[C:4]([CH:9]=[C:10]([CH:15]2[CH2:17][CH2:16]2)[C:11]=1[CH:12]1[CH2:14][CH2:13]1)[C:5]([O:7][CH3:8])=[O:6].I[CH3:20], predict the reaction product. The product is: [Cl:1][C:2]1[C:3]([O:18][CH3:20])=[C:4]([CH:9]=[C:10]([CH:15]2[CH2:16][CH2:17]2)[C:11]=1[CH:12]1[CH2:14][CH2:13]1)[C:5]([O:7][CH3:8])=[O:6]. (4) Given the reactants [Cl:1][C:2]1[C:10]([O:11][CH3:12])=[C:9]2[C:5]([CH:6]=[N:7][NH:8]2)=[C:4]([CH3:13])[CH:3]=1.[H-].[Na+].[C:16]1([S:22](Cl)(=[O:24])=[O:23])[CH:21]=[CH:20][CH:19]=[CH:18][CH:17]=1, predict the reaction product. The product is: [C:16]1([S:22]([N:8]2[C:9]3[C:5](=[C:4]([CH3:13])[CH:3]=[C:2]([Cl:1])[C:10]=3[O:11][CH3:12])[CH:6]=[N:7]2)(=[O:24])=[O:23])[CH:21]=[CH:20][CH:19]=[CH:18][CH:17]=1. (5) Given the reactants [CH3:1][C:2]1[N:3]([CH2:16][CH2:17][CH3:18])[N:4]=[C:5]2[C:14]=1[C:13]1[CH:12]=[CH:11][CH:10]=[CH:9][C:8]=1[N:7]=[C:6]2[NH2:15].[C:19](O[C:19]([O:21][C:22]([CH3:25])([CH3:24])[CH3:23])=[O:20])([O:21][C:22]([CH3:25])([CH3:24])[CH3:23])=[O:20], predict the reaction product. The product is: [CH3:1][C:2]1[N:3]([CH2:16][CH2:17][CH3:18])[N:4]=[C:5]2[C:14]=1[C:13]1[CH:12]=[CH:11][CH:10]=[CH:9][C:8]=1[N:7]=[C:6]2[N:15]([C:19]([O:21][C:22]([CH3:25])([CH3:24])[CH3:23])=[O:20])[C:19]([O:21][C:22]([CH3:25])([CH3:24])[CH3:23])=[O:20].